Task: Predict the reaction yield, written as a fraction of the theoretical maximum amount of product (1.0 means a 100% yield; for example, 0.34 means a 34% yield).. Dataset: Reaction yield outcomes from USPTO patents with 853,638 reactions (1) The reactants are Cl[C:2]1[N:3]=[C:4]([N:22]2[CH2:27][CH2:26][O:25][CH2:24][CH2:23]2)[C:5]2[S:10][C:9]([CH2:11][N:12]3[CH2:17][CH2:16][N:15]([S:18]([CH3:21])(=[O:20])=[O:19])[CH2:14][CH2:13]3)=[CH:8][C:6]=2[N:7]=1.C(OC(=O)[NH:34][C:35]1[S:36][C:37]([Sn](CCCC)(CCCC)CCCC)=[CH:38][N:39]=1)(C)(C)C. The catalyst is CC(N(C)C)=O.C1C=CC([P]([Pd]([P](C2C=CC=CC=2)(C2C=CC=CC=2)C2C=CC=CC=2)([P](C2C=CC=CC=2)(C2C=CC=CC=2)C2C=CC=CC=2)[P](C2C=CC=CC=2)(C2C=CC=CC=2)C2C=CC=CC=2)(C2C=CC=CC=2)C2C=CC=CC=2)=CC=1. The product is [CH3:21][S:18]([N:15]1[CH2:16][CH2:17][N:12]([CH2:11][C:9]2[S:10][C:5]3[C:4]([N:22]4[CH2:27][CH2:26][O:25][CH2:24][CH2:23]4)=[N:3][C:2]([C:37]4[S:36][C:35]([NH2:34])=[N:39][CH:38]=4)=[N:7][C:6]=3[CH:8]=2)[CH2:13][CH2:14]1)(=[O:20])=[O:19]. The yield is 0.360. (2) The reactants are C1(S(C(C(O)C(C)=CCCC(C)=CC(S(C2C=CC=CC=2)(=O)=O)CC=C(C)CCC=C(C)[CH:35]([OH:55])[CH:36](S(C2C=CC=CC=2)(=O)=O)C=C(C)CCC=C(C)C)C=C(C)CCC=C(C)C)(=O)=O)C=CC=CC=1.[CH:70]([O:72][CH2:73][CH3:74])=[CH2:71].C1(C)C=CC(S([O-])(=O)=[O:82])=CC=1.[NH+]1[CH:91]=[CH:90]C=CC=1. The catalyst is C(Cl)Cl. The product is [CH2:70]([O:72][CH:73]([O:82][CH:90]([O:55][CH2:35][CH3:36])[CH3:91])[CH3:74])[CH3:71]. The yield is 0.950. (3) The reactants are [B:1]([C:4]1[CH:12]=[CH:11][C:7]([C:8]([OH:10])=O)=[CH:6][CH:5]=1)([OH:3])[OH:2].CCN=C=NCCCN(C)C.[NH2:24][CH2:25][CH2:26][CH2:27][CH2:28][CH2:29][NH:30][C:31](=[O:57])[CH2:32][C@@H:33]1[N:39]=[C:38]([C:40]2[CH:45]=[CH:44][C:43]([Cl:46])=[CH:42][CH:41]=2)[C:37]2[CH:47]=[C:48]([O:51][CH3:52])[CH:49]=[CH:50][C:36]=2[N:35]2[C:53]([CH3:56])=[N:54][N:55]=[C:34]12. The catalyst is C(Cl)Cl.CN(C1C=CN=CC=1)C. The product is [Cl:46][C:43]1[CH:44]=[CH:45][C:40]([C:38]2[C:37]3[CH:47]=[C:48]([O:51][CH3:52])[CH:49]=[CH:50][C:36]=3[N:35]3[C:53]([CH3:56])=[N:54][N:55]=[C:34]3[C@H:33]([CH2:32][C:31]([NH:30][CH2:29][CH2:28][CH2:27][CH2:26][CH2:25][NH:24][C:8]([C:7]3[CH:6]=[CH:5][C:4]([B:1]([OH:2])[OH:3])=[CH:12][CH:11]=3)=[O:10])=[O:57])[N:39]=2)=[CH:41][CH:42]=1. The yield is 0.246.